From a dataset of Forward reaction prediction with 1.9M reactions from USPTO patents (1976-2016). Predict the product of the given reaction. (1) Given the reactants [Cl:1][C:2]1[CH:21]=[CH:20][C:19]([F:22])=[CH:18][C:3]=1[C:4]([NH:6][C:7]1[CH:15]=[CH:14][C:10]([C:11](O)=[O:12])=[CH:9][C:8]=1[O:16][CH3:17])=[O:5].CN(C)C=O.C(Cl)(=O)C([Cl:31])=O, predict the reaction product. The product is: [Cl:1][C:2]1[CH:21]=[CH:20][C:19]([F:22])=[CH:18][C:3]=1[C:4]([NH:6][C:7]1[CH:15]=[CH:14][C:10]([C:11]([Cl:31])=[O:12])=[CH:9][C:8]=1[O:16][CH3:17])=[O:5]. (2) Given the reactants [CH:1]1[C:6]([CH:7]=[O:8])=[CH:5][CH:4]=[C:3]([CH:9]=[O:10])[CH:2]=1.[CH2:11]([Mg]Cl)[CH2:12][CH2:13][CH2:14][CH2:15][CH2:16][CH2:17][CH3:18], predict the reaction product. The product is: [OH:8][CH:7]([C:6]1[CH:5]=[CH:4][C:3]([CH:9]=[O:10])=[CH:2][CH:1]=1)[CH2:11][CH2:12][CH2:13][CH2:14][CH2:15][CH2:16][CH2:17][CH3:18]. (3) Given the reactants [CH2:1]([O:5][C:6]1[CH:11]=[CH:10][C:9]([S:12](Cl)(=[O:14])=[O:13])=[CH:8][CH:7]=1)[C:2]#[C:3][CH3:4].[F-:16].[K+].[F-].[Ca+2].[F-], predict the reaction product. The product is: [CH2:1]([O:5][C:6]1[CH:11]=[CH:10][C:9]([S:12]([F:16])(=[O:14])=[O:13])=[CH:8][CH:7]=1)[C:2]#[C:3][CH3:4]. (4) Given the reactants [O-]OOOOOOOOOOOO[O-].[Na+].[Na+].[CH2:17]([OH:31])[CH2:18][CH2:19][CH2:20][CH2:21][CH2:22][CH2:23][CH2:24][CH2:25][CH2:26][CH2:27][CH2:28][CH2:29][CH3:30].[H-].[Na+].Br[C:35]1[O:39][C:38]([C:40]([OH:42])=[O:41])=[CH:37][CH:36]=1, predict the reaction product. The product is: [CH3:30][CH2:29][CH2:28][CH2:27][CH2:26][CH2:25][CH2:24][CH2:23][CH2:22][CH2:21][CH2:20][CH2:19][CH2:18][CH2:17][O:31][C:35]1[O:39][C:38]([C:40]([OH:42])=[O:41])=[CH:37][CH:36]=1. (5) Given the reactants CC1C=CC(S(O[CH2:12][C@H:13]2[CH2:22][CH2:21][C:20]3[C:15](=[C:16]([C:24]4[CH:29]=[CH:28][C:27]([Cl:30])=[CH:26][C:25]=4[Cl:31])[C:17]([F:23])=[CH:18][CH:19]=3)[O:14]2)(=O)=O)=CC=1.[N-:32]=[N+:33]=[N-:34].[Na+], predict the reaction product. The product is: [N:32]([CH2:12][C@H:13]1[CH2:22][CH2:21][C:20]2[C:15](=[C:16]([C:24]3[CH:29]=[CH:28][C:27]([Cl:30])=[CH:26][C:25]=3[Cl:31])[C:17]([F:23])=[CH:18][CH:19]=2)[O:14]1)=[N+:33]=[N-:34]. (6) Given the reactants [CH:1]1([C:4]2[NH:8][C:7]3[CH:9]=[C:10]([C:14]4[C:15]([CH3:20])=[N:16][O:17][C:18]=4[CH3:19])[CH:11]=[C:12](I)[C:6]=3[N:5]=2)[CH2:3][CH2:2]1.[CH2:21]([CH:23]1[NH:27][C:26](=[O:28])[CH2:25][CH2:24]1)[CH3:22], predict the reaction product. The product is: [CH:1]1([C:4]2[NH:8][C:7]3[CH:9]=[C:10]([C:14]4[C:15]([CH3:20])=[N:16][O:17][C:18]=4[CH3:19])[CH:11]=[C:12]([N:27]4[CH:23]([CH2:21][CH3:22])[CH2:24][CH2:25][C:26]4=[O:28])[C:6]=3[N:5]=2)[CH2:3][CH2:2]1.